From a dataset of Forward reaction prediction with 1.9M reactions from USPTO patents (1976-2016). Predict the product of the given reaction. (1) The product is: [C:20]([O:19][C:16](=[O:18])[CH2:17][C:3](=[O:15])[C:4]1[CH:9]=[CH:8][CH:7]=[C:6]([C:10]2[N:11]=[CH:12][S:13][CH:14]=2)[CH:5]=1)([CH3:23])([CH3:22])[CH3:21]. Given the reactants CO[C:3](=[O:15])[C:4]1[CH:9]=[CH:8][CH:7]=[C:6]([C:10]2[N:11]=[CH:12][S:13][CH:14]=2)[CH:5]=1.[C:16]([O:19][C:20]([CH3:23])([CH3:22])[CH3:21])(=[O:18])[CH3:17].[Li], predict the reaction product. (2) Given the reactants Cl[C:2]1[CH:7]=[C:6]([CH3:8])[N:5]=[CH:4][N:3]=1.[C:9]1(B(O)O)[CH:14]=[CH:13][CH:12]=[CH:11][CH:10]=1.C(=O)([O-])[O-].[Na+].[Na+], predict the reaction product. The product is: [CH3:8][C:6]1[CH:7]=[C:2]([C:9]2[CH:14]=[CH:13][CH:12]=[CH:11][CH:10]=2)[N:3]=[CH:4][N:5]=1. (3) Given the reactants O1[CH:5]=[N:4][N:3]=[C:2]1[C:6]1[CH:14]=[CH:13][C:9]2[N:10]=[CH:11][NH:12][C:8]=2[CH:7]=1.[CH3:15][C:16]1[CH:23]=[CH:22][C:19]([CH2:20][NH2:21])=[CH:18][CH:17]=1, predict the reaction product. The product is: [CH3:15][C:16]1[CH:23]=[CH:22][C:19]([CH2:20][N:21]2[CH:5]=[N:4][N:3]=[C:2]2[C:6]2[CH:14]=[CH:13][C:9]3[NH:10][CH:11]=[N:12][C:8]=3[CH:7]=2)=[CH:18][CH:17]=1. (4) The product is: [Cl:22][C:23]1[CH:24]=[C:25]([NH:26][C:19]2[C:20]3[N:12]([CH2:11][CH2:10][OH:9])[CH:13]=[CH:14][C:15]=3[N:16]=[CH:17][N:18]=2)[CH:27]=[CH:28][C:29]=1[O:30][C:31]1[CH:39]=[CH:38][CH:37]=[C:36]2[C:32]=1[CH:33]=[CH:34][NH:35]2. Given the reactants C([O:9][CH2:10][CH2:11][N:12]1[C:20]2[C:19](Cl)=[N:18][CH:17]=[N:16][C:15]=2[CH:14]=[CH:13]1)(=O)C1C=CC=CC=1.[Cl:22][C:23]1[CH:24]=[C:25]([CH:27]=[CH:28][C:29]=1[O:30][C:31]1[CH:39]=[CH:38][CH:37]=[C:36]2[C:32]=1[CH:33]=[CH:34][NH:35]2)[NH2:26].Cl.N1C=CC=CC=1.[OH-].[Na+].[Cl-].[NH4+], predict the reaction product. (5) Given the reactants Br[C:2]1[C:3]([N:22]2[CH2:26][CH2:25][C@H:24]([CH2:27][OH:28])[CH2:23]2)=[N:4][CH:5]=[C:6]([CH:21]=1)[C:7]([NH:9][C:10]1[CH:15]=[CH:14][C:13]([O:16][C:17]([Cl:20])([F:19])[F:18])=[CH:12][CH:11]=1)=[O:8].O1CCCCC1[N:35]1[C:39](B2OC(C)(C)C(C)(C)O2)=[CH:38][CH:37]=[N:36]1.C([O-])([O-])=O.[Na+].[Na+].C(O)(C(F)(F)F)=O.N.CO, predict the reaction product. The product is: [Cl:20][C:17]([F:19])([F:18])[O:16][C:13]1[CH:14]=[CH:15][C:10]([NH:9][C:7](=[O:8])[C:6]2[CH:21]=[C:2]([C:37]3[NH:36][N:35]=[CH:39][CH:38]=3)[C:3]([N:22]3[CH2:26][CH2:25][C@H:24]([CH2:27][OH:28])[CH2:23]3)=[N:4][CH:5]=2)=[CH:11][CH:12]=1. (6) The product is: [CH2:1]([O:3][C:4]([N:6]1[C:15]2[C:10](=[N:11][C:12]([O:16][CH3:17])=[CH:13][CH:14]=2)[C@@H:9]([NH:18][C:19]2[N:24]=[C:23]([CH2:25][C:26]3[CH:31]=[C:30]([C:32]([F:34])([F:35])[F:33])[CH:29]=[C:28]([C:36]([F:39])([F:38])[F:37])[CH:27]=3)[C:22]([N:40]3[CH2:45][CH2:44][O:43][CH2:42][C:41]3=[O:51])=[CH:21][N:20]=2)[CH2:8][C@H:7]1[CH2:52][CH3:53])=[O:5])[CH3:2]. Given the reactants [CH2:1]([O:3][C:4]([N:6]1[C:15]2[C:10](=[N:11][C:12]([O:16][CH3:17])=[CH:13][CH:14]=2)[C@@H:9]([NH:18][C:19]2[N:24]=[C:23]([CH2:25][C:26]3[CH:31]=[C:30]([C:32]([F:35])([F:34])[F:33])[CH:29]=[C:28]([C:36]([F:39])([F:38])[F:37])[CH:27]=3)[C:22]([NH:40][C:41](=[O:51])[CH2:42][O:43][CH2:44][CH2:45]OS(C)(=O)=O)=[CH:21][N:20]=2)[CH2:8][C@H:7]1[CH2:52][CH3:53])=[O:5])[CH3:2].CC(C)([O-])C.[Na+].[Cl-].[NH4+], predict the reaction product. (7) Given the reactants [Cl:1][C:2]1[CH:3]=[CH:4][C:5]2[N:11]3[C:12]([C:15]([F:18])([F:17])[F:16])=[N:13][N:14]=[C:10]3[CH:9]([CH2:19][N:20]3[N:24]=[N:23][C:22]([CH2:25][C:26]([O-:28])=[O:27])=[N:21]3)[CH2:8][CH:7]([C:29]3[CH:34]=[CH:33][CH:32]=[C:31]([O:35][CH3:36])[C:30]=3[O:37][CH3:38])[C:6]=2[CH:39]=1.C(=O)([O-])[O-].[K+].[K+].Cl, predict the reaction product. The product is: [Cl:1][C:2]1[CH:3]=[CH:4][C:5]2[N:11]3[C:12]([C:15]([F:17])([F:18])[F:16])=[N:13][N:14]=[C:10]3[CH:9]([CH2:19][N:20]3[N:24]=[N:23][C:22]([CH2:25][C:26]([OH:28])=[O:27])=[N:21]3)[CH2:8][CH:7]([C:29]3[CH:34]=[CH:33][CH:32]=[C:31]([O:35][CH3:36])[C:30]=3[O:37][CH3:38])[C:6]=2[CH:39]=1. (8) Given the reactants C1(C2C=CC=CC=2)C=CC(C([O:9][C@@H:10]2[CH2:18][C@@H:13]3[O:14][C:15](=[O:17])[CH2:16][C@@H:12]3[C@H:11]2/[CH:19]=[CH:20]/[C@H:21]([C:23]2[S:27][C:26]3[CH:28]=[CH:29][CH:30]=[CH:31][C:25]=3[CH:24]=2)[OH:22])=O)=CC=1.C(=O)([O-])[O-].[K+].[K+], predict the reaction product. The product is: [S:27]1[C:23]([C@H:21]([OH:22])/[CH:20]=[CH:19]/[C@@H:11]2[C@@H:12]3[C@@H:13]([O:14][C:15](=[O:17])[CH2:16]3)[CH2:18][C@H:10]2[OH:9])=[CH:24][C:25]2[CH:31]=[CH:30][CH:29]=[CH:28][C:26]1=2. (9) Given the reactants [NH2:1][C:2]1[C:7]([C:8]2[O:12][N:11]=[C:10]([CH2:13][C:14]3[CH:19]=[CH:18][C:17]([OH:20])=[CH:16][CH:15]=3)[CH:9]=2)=[CH:6][CH:5]=[CH:4][N:3]=1.[OH-].[Na+].[F:23][C:24]1[CH:31]=[CH:30][CH:29]=[CH:28][C:25]=1[CH2:26]Br, predict the reaction product. The product is: [F:23][C:24]1[CH:31]=[CH:30][CH:29]=[CH:28][C:25]=1[CH2:26][O:20][C:17]1[CH:18]=[CH:19][C:14]([CH2:13][C:10]2[CH:9]=[C:8]([C:7]3[C:2]([NH2:1])=[N:3][CH:4]=[CH:5][CH:6]=3)[O:12][N:11]=2)=[CH:15][CH:16]=1.